This data is from Forward reaction prediction with 1.9M reactions from USPTO patents (1976-2016). The task is: Predict the product of the given reaction. (1) The product is: [CH2:24]([C:17]1[N:16]([CH2:15][C:12]2[CH:13]=[CH:14][C:9]([S:6]([NH2:5])(=[O:7])=[O:8])=[CH:10][CH:11]=2)[C:20]([CH:21]=[O:22])=[C:19]([Cl:23])[N:18]=1)[CH2:25][CH2:26][CH3:27]. Given the reactants C([NH:5][S:6]([C:9]1[CH:14]=[CH:13][C:12]([CH2:15][N:16]2[C:20]([CH:21]=[O:22])=[C:19]([Cl:23])[N:18]=[C:17]2[CH2:24][CH2:25][CH2:26][CH3:27])=[CH:11][CH:10]=1)(=[O:8])=[O:7])(C)(C)C.C(O)(C(F)(F)F)=O, predict the reaction product. (2) Given the reactants [Cl:1][C:2]1[CH:7]=[CH:6][C:5]([C:8]2[C:12]3[CH:13]=[CH:14][C:15]([C:17]#[C:18][CH2:19][N:20]([CH2:24][CH3:25])[CH2:21][CH2:22][OH:23])=[CH:16][C:11]=3[S:10][N:9]=2)=[CH:4][CH:3]=1.[CH3:26][C:27](O)=[O:28], predict the reaction product. The product is: [C:27]([O:23][CH2:22][CH2:21][N:20]([CH2:19]/[CH:18]=[CH:17]\[C:15]1[CH:14]=[CH:13][C:12]2[C:8]([C:5]3[CH:4]=[CH:3][C:2]([Cl:1])=[CH:7][CH:6]=3)=[N:9][S:10][C:11]=2[CH:16]=1)[CH2:24][CH3:25])(=[O:28])[CH3:26]. (3) Given the reactants [CH:1]12[O:6][CH:2]1[CH2:3][CH2:4][CH2:5]2.[N-:7]=[N+:8]=[N-:9].[Na+].[NH4+].[Cl-], predict the reaction product. The product is: [N:7]([C@@H:1]1[CH2:5][CH2:4][CH2:3][C@H:2]1[OH:6])=[N+:8]=[N-:9]. (4) Given the reactants [F:1][C:2]1[CH:3]=[C:4]([C:10](=O)[CH2:11][C:12]2[CH:17]=[CH:16][CH:15]=[CH:14][CH:13]=2)[CH:5]=[CH:6][C:7]=1[O:8][CH3:9].Cl.[NH2:20][OH:21].C([O-])(=O)C.[Na+], predict the reaction product. The product is: [F:1][C:2]1[CH:3]=[C:4]([C:10](=[N:20][OH:21])[CH2:11][C:12]2[CH:17]=[CH:16][CH:15]=[CH:14][CH:13]=2)[CH:5]=[CH:6][C:7]=1[O:8][CH3:9].